Dataset: Catalyst prediction with 721,799 reactions and 888 catalyst types from USPTO. Task: Predict which catalyst facilitates the given reaction. Reactant: [F:1][C:2]1[CH:21]=[C:20]([N+:22]([O-:24])=[O:23])[CH:19]=[CH:18][C:3]=1[O:4][C:5]1[C:14]2[C:9](=[CH:10][C:11]([OH:17])=[C:12]([O:15][CH3:16])[CH:13]=2)[N:8]=[CH:7][CH:6]=1.C(=O)([O-])[O-].[K+].[K+].Br[CH2:32][CH2:33][CH2:34][NH:35][C:36](=[O:42])[O:37][C:38]([CH3:41])([CH3:40])[CH3:39].CCOC(C)=O. Product: [F:1][C:2]1[CH:21]=[C:20]([N+:22]([O-:24])=[O:23])[CH:19]=[CH:18][C:3]=1[O:4][C:5]1[C:14]2[C:9](=[CH:10][C:11]([O:17][CH2:32][CH2:33][CH2:34][NH:35][C:36](=[O:42])[O:37][C:38]([CH3:41])([CH3:40])[CH3:39])=[C:12]([O:15][CH3:16])[CH:13]=2)[N:8]=[CH:7][CH:6]=1. The catalyst class is: 3.